This data is from Forward reaction prediction with 1.9M reactions from USPTO patents (1976-2016). The task is: Predict the product of the given reaction. (1) Given the reactants [CH3:1][CH:2]([CH3:18])[C:3]([C:5]1[C:13]2[C:8](=[CH:9][C:10]([C:14]([F:17])([F:16])[F:15])=[CH:11][CH:12]=2)[NH:7][CH:6]=1)=O.B.Cl, predict the reaction product. The product is: [CH3:1][CH:2]([CH3:18])[CH2:3][C:5]1[C:13]2[C:8](=[CH:9][C:10]([C:14]([F:17])([F:15])[F:16])=[CH:11][CH:12]=2)[NH:7][CH:6]=1. (2) Given the reactants [F:1][C:2]1[CH:3]=[C:4]([CH2:12][C:13]([OH:15])=[O:14])[CH:5]=[CH:6][C:7]=1[C:8]([F:11])([F:10])[F:9].[CH3:16]O, predict the reaction product. The product is: [CH3:16][O:14][C:13](=[O:15])[CH2:12][C:4]1[CH:5]=[CH:6][C:7]([C:8]([F:11])([F:10])[F:9])=[C:2]([F:1])[CH:3]=1.